From a dataset of Catalyst prediction with 721,799 reactions and 888 catalyst types from USPTO. Predict which catalyst facilitates the given reaction. (1) Reactant: Cl.[CH3:2][O:3][C:4]([C:6]1[S:7][C:8]([C:12]#[C:13][C:14]([CH3:17])([CH3:16])[CH3:15])=[CH:9][C:10]=1[NH2:11])=[O:5].[CH2:18]([O:25][CH:26]1[CH2:29][C:28](=O)[CH2:27]1)[C:19]1[CH:24]=[CH:23][CH:22]=[CH:21][CH:20]=1.C(O[BH-](OC(=O)C)OC(=O)C)(=O)C.[Na+]. Product: [CH3:2][O:3][C:4]([C:6]1[S:7][C:8]([C:12]#[C:13][C:14]([CH3:17])([CH3:16])[CH3:15])=[CH:9][C:10]=1[NH:11][CH:28]1[CH2:29][CH:26]([O:25][CH2:18][C:19]2[CH:24]=[CH:23][CH:22]=[CH:21][CH:20]=2)[CH2:27]1)=[O:5]. The catalyst class is: 124. (2) Product: [ClH:7].[N:8]12[CH2:15][CH2:14][CH:11]([CH2:12][CH2:13]1)[C@@H:10]([NH:16][C:17]([C:19]1[S:20][C:21]3[CH:27]=[CH:26][C:25]([C:29]4[CH:34]=[CH:33][CH:32]=[CH:31][CH:30]=4)=[CH:24][C:22]=3[CH:23]=1)=[O:18])[CH2:9]2. Reactant: C(=O)([O-])[O-].[Na+].[Na+].[ClH:7].[N:8]12[CH2:15][CH2:14][CH:11]([CH2:12][CH2:13]1)[C@@H:10]([NH:16][C:17]([C:19]1[S:20][C:21]3[CH:27]=[CH:26][C:25](Br)=[CH:24][C:22]=3[CH:23]=1)=[O:18])[CH2:9]2.[C:29]1(B(O)O)[CH:34]=[CH:33][CH:32]=[CH:31][CH:30]=1. The catalyst class is: 151. (3) The catalyst class is: 39. Product: [CH3:24][C:12]1[C:13]([C:15]2[CH:16]=[CH:17][C:18]([C:21]([NH:35][C:34]3[CH:36]=[CH:37][CH:38]=[C:32]([N:29]4[CH2:28][CH2:27][N:26]([CH3:25])[CH2:31][CH2:30]4)[CH:33]=3)=[O:23])=[CH:19][CH:20]=2)=[CH:14][C:9]([NH:8][C:6]([C:3]2[CH:4]=[CH:5][O:1][CH:2]=2)=[O:7])=[CH:10][CH:11]=1. Reactant: [O:1]1[CH:5]=[CH:4][C:3]([C:6]([NH:8][C:9]2[CH:10]=[CH:11][C:12]([CH3:24])=[C:13]([C:15]3[CH:20]=[CH:19][C:18]([C:21]([OH:23])=O)=[CH:17][CH:16]=3)[CH:14]=2)=[O:7])=[CH:2]1.[CH3:25][N:26]1[CH2:31][CH2:30][N:29]([C:32]2[CH:33]=[C:34]([CH:36]=[CH:37][CH:38]=2)[NH2:35])[CH2:28][CH2:27]1.CN(C(ON1N=NC2C=CC=NC1=2)=[N+](C)C)C.F[P-](F)(F)(F)(F)F.C1C=CC2N(O)N=NC=2C=1.CCN(C(C)C)C(C)C.